This data is from Forward reaction prediction with 1.9M reactions from USPTO patents (1976-2016). The task is: Predict the product of the given reaction. (1) Given the reactants [F:1][C:2]([F:51])([F:50])[C:3]1[CH:4]=[C:5]([C@H:13]2[O:17][C:16](=[O:18])[N:15]([CH2:19][C:20]3[C:25]([C:26]4[CH:27]=[C:28]([C:34]5[CH:42]=[CH:41][C:37]([C:38](O)=[O:39])=[CH:36][C:35]=5[CH3:43])[CH:29]=[N:30][C:31]=4[O:32][CH3:33])=[CH:24][N:23]=[C:22]([N:44]4[CH2:47][CH:46]([F:48])[CH2:45]4)[N:21]=3)[C@H:14]2[CH3:49])[CH:6]=[C:7]([C:9]([F:12])([F:11])[F:10])[CH:8]=1.C1C=CC2N(O)N=NC=2C=1.CCN(C(C)C)C(C)C.O.[NH2:72][C:73]1[NH:77][N:76]=[N:75][N:74]=1, predict the reaction product. The product is: [F:1][C:2]([F:50])([F:51])[C:3]1[CH:4]=[C:5]([C@H:13]2[O:17][C:16](=[O:18])[N:15]([CH2:19][C:20]3[C:25]([C:26]4[CH:27]=[C:28]([C:34]5[CH:42]=[CH:41][C:37]([C:38]([NH:72][C:73]6[NH:77][N:76]=[N:75][N:74]=6)=[O:39])=[CH:36][C:35]=5[CH3:43])[CH:29]=[N:30][C:31]=4[O:32][CH3:33])=[CH:24][N:23]=[C:22]([N:44]4[CH2:45][CH:46]([F:48])[CH2:47]4)[N:21]=3)[C@H:14]2[CH3:49])[CH:6]=[C:7]([C:9]([F:12])([F:10])[F:11])[CH:8]=1. (2) The product is: [CH3:18][O:19][C:20]1[CH:25]=[CH:24][C:23]([CH:26]([O:28][CH:5]2[CH2:4][CH2:3][CH2:2][CH2:1][O:30]2)[CH3:27])=[CH:22][CH:21]=1. Given the reactants [C:1]1(C)C=[CH:5][C:4](S([O-])(=O)=O)=[CH:3][CH:2]=1.[NH+]1[CH:5]=[CH:4][CH:3]=[CH:2][CH:1]=1.[CH3:18][O:19][C:20]1[CH:25]=[CH:24][C:23]([CH:26]([OH:28])[CH3:27])=[CH:22][CH:21]=1.C(=O)([O-])[O-:30].[Na+].[Na+], predict the reaction product. (3) Given the reactants C1(P(C2CCCCC2)C2C=CC=CC=2C2C(C(C)C)=CC(C(C)C)=CC=2C(C)C)CCCCC1.[O:35]1[CH2:40][CH2:39][N:38]([C:41]2[C:46]([NH2:47])=[CH:45][C:44]([N:48]3[CH2:53][CH2:52][O:51][CH2:50][CH2:49]3)=[CH:43][N:42]=2)[CH2:37][CH2:36]1.Cl[C:55]1[C:64]2[C:59](=[CH:60][C:61]([F:66])=[CH:62][C:63]=2[F:65])[N:58]=[C:57]([C:67]2[CH:72]=[CH:71][C:70]([CH3:73])=[CH:69][N:68]=2)[C:56]=1[CH3:74].CC(C)([O-])C.[Na+], predict the reaction product. The product is: [N:38]1([C:41]2[C:46]([NH:47][C:55]3[C:64]4[C:59](=[CH:60][C:61]([F:66])=[CH:62][C:63]=4[F:65])[N:58]=[C:57]([C:67]4[CH:72]=[CH:71][C:70]([CH3:73])=[CH:69][N:68]=4)[C:56]=3[CH3:74])=[CH:45][C:44]([N:48]3[CH2:49][CH2:50][O:51][CH2:52][CH2:53]3)=[CH:43][N:42]=2)[CH2:39][CH2:40][O:35][CH2:36][CH2:37]1. (4) Given the reactants [CH3:1][C@@H:2]1[NH:7][CH2:6][CH2:5][N:4]([C:8]([O:10][C:11]([CH3:14])([CH3:13])[CH3:12])=[O:9])[CH2:3]1.[CH2:15]=O, predict the reaction product. The product is: [CH3:1][C@@H:2]1[N:7]([CH3:15])[CH2:6][CH2:5][N:4]([C:8]([O:10][C:11]([CH3:13])([CH3:12])[CH3:14])=[O:9])[CH2:3]1. (5) Given the reactants O=P(Cl)(Cl)Cl.CN([CH:9]=[O:10])C.[CH3:11][CH2:12][O:13][C:14]([C@@H:16]1[CH2:20][CH:19]=[CH:18][N:17]1[C:21]([O:23][C:24]([CH3:27])([CH3:26])[CH3:25])=[O:22])=[O:15].[OH-].[Na+], predict the reaction product. The product is: [CH3:11][CH2:12][O:13][C:14]([C@@H:16]1[CH2:20][C:19]([CH:9]=[O:10])=[CH:18][N:17]1[C:21]([O:23][C:24]([CH3:26])([CH3:25])[CH3:27])=[O:22])=[O:15]. (6) Given the reactants Cl[CH2:2][C:3]1[S:7][C:6]([NH2:8])=[N:5][C:4]=1[C:9]([F:12])([F:11])[F:10].BrCC1CCCC[O:16]1.[NH:21]1[C:29]2[C:24](=[CH:25][CH:26]=[CH:27][CH:28]=2)[C:23]2([CH2:33][O:32][C:31]3[CH:34]=[C:35]4[C:39](=[CH:40][C:30]2=3)C[CH2:37][O:36]4)[C:22]1=[O:41], predict the reaction product. The product is: [NH2:8][C:6]1[S:7][C:3]([CH2:2][N:21]2[C:29]3[C:24](=[CH:25][CH:26]=[CH:27][CH:28]=3)[C:23]3([C:30]4=[CH:40][C:39]5[O:16][CH2:37][O:36][C:35]=5[CH:34]=[C:31]4[O:32][CH2:33]3)[C:22]2=[O:41])=[C:4]([C:9]([F:12])([F:11])[F:10])[N:5]=1. (7) Given the reactants [CH3:1][O:2][CH2:3][CH2:4][NH:5][CH2:6][CH2:7][O:8][CH3:9].[CH3:10][N:11]([CH2:54][CH:55]=O)[C:12](=[O:53])[C:13]1[CH:52]=[CH:51][CH:50]=[C:15]([C:16]([NH:18][C:19]2[CH:24]=[CH:23][C:22]([N:25]3[CH2:30][CH2:29][CH2:28][CH2:27][CH2:26]3)=[CH:21][C:20]=2[C:31]2[CH:36]=[C:35]([C:37](=[O:49])[NH:38][C@@H:39]3[C:48]4[C:43](=[CH:44][CH:45]=[CH:46][CH:47]=4)[CH2:42][CH2:41][CH2:40]3)[CH:34]=[CH:33][N:32]=2)=[O:17])[CH:14]=1.[BH3-]C#N.[Na+].C(O)(=O)C, predict the reaction product. The product is: [CH3:1][O:2][CH2:3][CH2:4][N:5]([CH2:6][CH2:7][O:8][CH3:9])[CH2:55][CH2:54][N:11]([CH3:10])[C:12](=[O:53])[C:13]1[CH:52]=[CH:51][CH:50]=[C:15]([C:16]([NH:18][C:19]2[CH:24]=[CH:23][C:22]([N:25]3[CH2:30][CH2:29][CH2:28][CH2:27][CH2:26]3)=[CH:21][C:20]=2[C:31]2[CH:36]=[C:35]([C:37](=[O:49])[NH:38][C@@H:39]3[C:48]4[C:43](=[CH:44][CH:45]=[CH:46][CH:47]=4)[CH2:42][CH2:41][CH2:40]3)[CH:34]=[CH:33][N:32]=2)=[O:17])[CH:14]=1.